From a dataset of Full USPTO retrosynthesis dataset with 1.9M reactions from patents (1976-2016). Predict the reactants needed to synthesize the given product. Given the product [CH2:14]([CH:3]([CH2:1][CH3:2])[CH2:4][O:5][C:6]1[CH:7]=[C:8]([CH:9]([OH:10])[CH2:17][C:18]#[N:20])[CH:11]=[CH:12][CH:13]=1)[CH3:15], predict the reactants needed to synthesize it. The reactants are: [CH2:1]([CH:3]([CH2:14][CH3:15])[CH2:4][O:5][C:6]1[CH:7]=[C:8]([CH:11]=[CH:12][CH:13]=1)[CH:9]=[O:10])[CH3:2].[Li+].[CH3:17][CH:18]([N-:20]C(C)C)C.